This data is from Peptide-MHC class II binding affinity with 134,281 pairs from IEDB. The task is: Regression. Given a peptide amino acid sequence and an MHC pseudo amino acid sequence, predict their binding affinity value. This is MHC class II binding data. (1) The peptide sequence is RELKCGDGIFIFRDS. The MHC is DRB3_0101 with pseudo-sequence DRB3_0101. The binding affinity (normalized) is 0.630. (2) The peptide sequence is DEAHFLDPASIAARG. The MHC is HLA-DQA10601-DQB10402 with pseudo-sequence HLA-DQA10601-DQB10402. The binding affinity (normalized) is 0.255. (3) The peptide sequence is LSFMDKGIPFMKMNI. The MHC is HLA-DQA10201-DQB10301 with pseudo-sequence HLA-DQA10201-DQB10301. The binding affinity (normalized) is 0.461. (4) The peptide sequence is HAYYLQYKNVRPDYL. The MHC is HLA-DQA10401-DQB10402 with pseudo-sequence HLA-DQA10401-DQB10402. The binding affinity (normalized) is 0.187. (5) The peptide sequence is YAIKTGHPRYFNQLSTGLDM. The MHC is DRB1_0405 with pseudo-sequence DRB1_0405. The binding affinity (normalized) is 0.686. (6) The peptide sequence is INETTAAAIAYGLDR. The MHC is HLA-DQA10102-DQB10602 with pseudo-sequence HLA-DQA10102-DQB10602. The binding affinity (normalized) is 0.776. (7) The peptide sequence is GCQTYKWETFLTSEL. The MHC is DRB1_0101 with pseudo-sequence DRB1_0101. The binding affinity (normalized) is 0.272.